This data is from Full USPTO retrosynthesis dataset with 1.9M reactions from patents (1976-2016). The task is: Predict the reactants needed to synthesize the given product. (1) Given the product [OH:1][C:2]1[C:10]2[NH:9][C:8]([C:11]3[S:12][CH:13]=[CH:14][CH:15]=3)=[N:7][C:6]=2[C:5]([C:16]([N:33]2[CH2:28][CH2:29][NH:34][CH2:31][CH2:32]2)=[O:18])=[CH:4][CH:3]=1, predict the reactants needed to synthesize it. The reactants are: [OH:1][C:2]1[C:10]2[N:9]=[C:8]([C:11]3[S:12][CH:13]=[CH:14][CH:15]=3)[NH:7][C:6]=2[C:5]([C:16]([OH:18])=O)=[CH:4][CH:3]=1.CN(C(ON1N=[N:34][C:29]2C=[CH:31][CH:32]=[N:33][C:28]1=2)=[N+](C)C)C.F[P-](F)(F)(F)(F)F.CCN(C(C)C)C(C)C.N1(C(OC(C)(C)C)=O)CCNCC1. (2) Given the product [CH2:17]([CH:21]1[CH2:26][CH2:25][N:24]([CH2:2][CH2:3][CH2:4][N:5]2[C:14]3[C:9](=[CH:10][C:11]([CH3:15])=[CH:12][CH:13]=3)[CH2:8][CH2:7][C:6]2=[O:16])[CH2:23][CH2:22]1)[CH2:18][CH2:19][CH3:20], predict the reactants needed to synthesize it. The reactants are: Cl[CH2:2][CH2:3][CH2:4][N:5]1[C:14]2[C:9](=[CH:10][C:11]([CH3:15])=[CH:12][CH:13]=2)[CH2:8][CH2:7][C:6]1=[O:16].[CH2:17]([CH:21]1[CH2:26][CH2:25][NH:24][CH2:23][CH2:22]1)[CH2:18][CH2:19][CH3:20].C([O-])([O-])=O.[K+].[K+]. (3) Given the product [C:29]([O:28][C:26]([N:23]1[CH2:24][CH2:25][C@H:21]([O:20][C:17]2[CH:18]=[CH:19][C:14]3[O:13][CH2:12][CH2:11][N:10]([C:8]4[CH:7]=[N:6][C:5]([O:33][CH3:34])=[C:4]([CH:9]=4)[C:3]([OH:35])=[O:2])[C:15]=3[CH:16]=2)[CH2:22]1)=[O:27])([CH3:32])([CH3:31])[CH3:30], predict the reactants needed to synthesize it. The reactants are: C[O:2][C:3](=[O:35])[C:4]1[CH:9]=[C:8]([N:10]2[C:15]3[CH:16]=[C:17]([O:20][C@H:21]4[CH2:25][CH2:24][N:23]([C:26]([O:28][C:29]([CH3:32])([CH3:31])[CH3:30])=[O:27])[CH2:22]4)[CH:18]=[CH:19][C:14]=3[O:13][CH2:12][CH2:11]2)[CH:7]=[N:6][C:5]=1[O:33][CH3:34].[OH-].[Na+].Cl.